From a dataset of NCI-60 drug combinations with 297,098 pairs across 59 cell lines. Regression. Given two drug SMILES strings and cell line genomic features, predict the synergy score measuring deviation from expected non-interaction effect. (1) Drug 1: C1=CC(=CC=C1CC(C(=O)O)N)N(CCCl)CCCl.Cl. Drug 2: C(=O)(N)NO. Cell line: UO-31. Synergy scores: CSS=10.7, Synergy_ZIP=-2.34, Synergy_Bliss=-0.808, Synergy_Loewe=-4.14, Synergy_HSA=-0.746. (2) Drug 1: C1=CC(=CC=C1CCC2=CNC3=C2C(=O)NC(=N3)N)C(=O)NC(CCC(=O)O)C(=O)O. Drug 2: CCC1=C2CN3C(=CC4=C(C3=O)COC(=O)C4(CC)O)C2=NC5=C1C=C(C=C5)O. Cell line: OVCAR-8. Synergy scores: CSS=32.2, Synergy_ZIP=-11.2, Synergy_Bliss=-14.6, Synergy_Loewe=-8.65, Synergy_HSA=-6.69. (3) Drug 1: CN1C(=O)N2C=NC(=C2N=N1)C(=O)N. Drug 2: CCN(CC)CCNC(=O)C1=C(NC(=C1C)C=C2C3=C(C=CC(=C3)F)NC2=O)C. Cell line: HCT-15. Synergy scores: CSS=-16.4, Synergy_ZIP=4.75, Synergy_Bliss=-5.24, Synergy_Loewe=-22.4, Synergy_HSA=-20.3.